Dataset: Full USPTO retrosynthesis dataset with 1.9M reactions from patents (1976-2016). Task: Predict the reactants needed to synthesize the given product. (1) Given the product [CH3:16][C:10]1([CH3:17])[C:9](=[O:40])[CH:8]([C:18]2[CH:23]=[CH:22][CH:21]=[CH:20][CH:19]=2)[NH:7][C:11]1=[O:12], predict the reactants needed to synthesize it. The reactants are: C(S([NH:7][CH:8]([C:18]1[CH:23]=[CH:22][CH:21]=[CH:20][CH:19]=1)[CH2:9][C:10]([CH3:17])([CH3:16])[C:11](OCC)=[O:12])=O)(C)(C)C.Cl.C(N(CC)CC)C.C1(C)C=CC=CC=1.C[OH:40]. (2) Given the product [Cl:8][C:5]1[N:4]=[N:3][C:2]([NH:1][C:16](=[O:17])[CH2:15][C:9]2[CH:14]=[CH:13][CH:12]=[CH:11][CH:10]=2)=[CH:7][CH:6]=1, predict the reactants needed to synthesize it. The reactants are: [NH2:1][C:2]1[N:3]=[N:4][C:5]([Cl:8])=[CH:6][CH:7]=1.[C:9]1([CH2:15][C:16](Cl)=[O:17])[CH:14]=[CH:13][CH:12]=[CH:11][CH:10]=1. (3) Given the product [OH:6][C:7]1[CH:8]=[CH:9][C:10]([N:13]2[C:17](=[O:18])[O:16][C:15]([C:19]([CH3:22])([CH3:21])[CH3:20])=[N:14]2)=[CH:11][CH:12]=1, predict the reactants needed to synthesize it. The reactants are: B(Br)(Br)Br.C[O:6][C:7]1[CH:12]=[CH:11][C:10]([N:13]2[C:17](=[O:18])[O:16][C:15]([C:19]([CH3:22])([CH3:21])[CH3:20])=[N:14]2)=[CH:9][CH:8]=1. (4) Given the product [NH2:21][C:22]1([C:28]2[CH:33]=[CH:32][CH:31]=[CH:30][CH:29]=2)[CH2:27][CH2:26][N:25]([CH2:51][CH2:50][CH2:49][C:45]2([C:65]3[CH:70]=[CH:69][C:68]([Cl:71])=[C:67]([Cl:72])[CH:66]=3)[CH2:46][CH2:47][CH2:48][N:43]([C:35](=[O:42])[C:36]3[CH:41]=[CH:40][CH:39]=[CH:38][CH:37]=3)[CH2:44]2)[CH2:24][CH2:23]1, predict the reactants needed to synthesize it. The reactants are: C1(S(O)(=O)=O)C=CC=CC=1.C1(S(O)(=O)=O)C=CC=CC=1.[NH2:21][C:22]1([C:28]2[CH:33]=[CH:32][CH:31]=[CH:30][CH:29]=2)[CH2:27][CH2:26][NH:25][CH2:24][CH2:23]1.Cl.[C:35]([N:43]1[CH2:48][CH2:47][CH2:46][C:45]([C:65]2[CH:70]=[CH:69][C:68]([Cl:71])=[C:67]([Cl:72])[CH:66]=2)([CH2:49][CH2:50][CH2:51]N2CCC(C(N3CCCC3)=O)CC2)[CH2:44]1)(=[O:42])[C:36]1[CH:41]=[CH:40][CH:39]=[CH:38][CH:37]=1.C([O-])([O-])=O.[K+].[K+]. (5) Given the product [CH2:1]([O:3][C:4](=[O:16])[CH2:5][N:6]1[C:14]2[C:9](=[CH:10][CH:11]=[C:12]([NH:15][C:30](=[O:31])[CH2:29][CH2:28][C:27]#[C:26][C:22]3[CH:23]=[CH:24][CH:25]=[C:20]([O:19][C:18]([F:33])([F:34])[F:17])[CH:21]=3)[CH:13]=2)[CH:8]=[CH:7]1)[CH3:2], predict the reactants needed to synthesize it. The reactants are: [CH2:1]([O:3][C:4](=[O:16])[CH2:5][N:6]1[C:14]2[C:9](=[CH:10][CH:11]=[C:12]([NH2:15])[CH:13]=2)[CH:8]=[CH:7]1)[CH3:2].[F:17][C:18]([F:34])([F:33])[O:19][C:20]1[CH:21]=[C:22]([C:26]#[C:27][CH2:28][CH2:29][C:30](O)=[O:31])[CH:23]=[CH:24][CH:25]=1.Cl.CN(C)CCCN=C=NCC. (6) Given the product [N:16]1[CH:17]=[CH:18][CH:19]=[C:14]([C:4]2[CH:5]=[C:6]([CH:10]=[CH:11][CH:12]=2)[C:7]([OH:9])=[O:8])[CH:15]=1, predict the reactants needed to synthesize it. The reactants are: B([C:4]1[CH:5]=[C:6]([CH:10]=[CH:11][CH:12]=1)[C:7]([OH:9])=[O:8])(O)O.Br[C:14]1[CH:15]=[N:16][CH:17]=[CH:18][CH:19]=1.C(=O)([O-])[O-].[K+].[K+]. (7) Given the product [Br:1][C:30]1[C:18]([C:12]2[CH:13]=[CH:14][CH:15]=[CH:16][CH:17]=2)=[N:19][N:20]2[C:25]([Si:26]([CH3:27])([CH3:29])[CH3:28])=[CH:24][CH:23]=[CH:22][C:21]=12, predict the reactants needed to synthesize it. The reactants are: [Br:1]N1C(=O)CCC1=O.C(#N)C.[C:12]1([C:18]2[CH:30]=[C:21]3[CH:22]=[CH:23][CH:24]=[C:25]([Si:26]([CH3:29])([CH3:28])[CH3:27])[N:20]3[N:19]=2)[CH:17]=[CH:16][CH:15]=[CH:14][CH:13]=1.